From a dataset of Peptide-MHC class II binding affinity with 134,281 pairs from IEDB. Regression. Given a peptide amino acid sequence and an MHC pseudo amino acid sequence, predict their binding affinity value. This is MHC class II binding data. (1) The peptide sequence is EEALNVALAVVTLLA. The MHC is DRB1_0404 with pseudo-sequence DRB1_0404. The binding affinity (normalized) is 0.378. (2) The peptide sequence is ILVLILAHPSKRSQK. The MHC is H-2-IAb with pseudo-sequence H-2-IAb. The binding affinity (normalized) is 0.196.